This data is from Full USPTO retrosynthesis dataset with 1.9M reactions from patents (1976-2016). The task is: Predict the reactants needed to synthesize the given product. (1) The reactants are: [Cl:1][C:2]1[CH:7]=[C:6]([CH3:8])[C:5]([CH2:9][C:10](Cl)=[O:11])=[C:4]([CH3:13])[CH:3]=1.C(=O)([O-])O.[Na+].[CH3:19][O:20][C:21]([C:23]1([NH:31][OH:32])[CH2:28][CH2:27][N:26]([O:29][CH3:30])[CH2:25][CH2:24]1)=[O:22]. Given the product [CH3:19][O:20][C:21]([C:23]1([N:31]([C:10](=[O:11])[CH2:9][C:5]2[C:6]([CH3:8])=[CH:7][C:2]([Cl:1])=[CH:3][C:4]=2[CH3:13])[OH:32])[CH2:28][CH2:27][N:26]([O:29][CH3:30])[CH2:25][CH2:24]1)=[O:22], predict the reactants needed to synthesize it. (2) Given the product [Br:1][C:2]1[CH:7]=[N:6][CH:5]=[C:4]([CH:15]2[CH2:14][O:19][CH2:16]2)[CH:3]=1, predict the reactants needed to synthesize it. The reactants are: [Br:1][C:2]1[CH:3]=[C:4](B(O)O)[CH:5]=[N:6][CH:7]=1.Cl.N[C@@H]1CC[CH2:16][CH2:15][C@H:14]1[OH:19].C[Si]([N-][Si](C)(C)C)(C)C.[Na+].C1COCC1.IC1COC1. (3) The reactants are: [CH3:1][S:2]([C:5]1[CH:22]=[CH:21][C:8]([CH2:9][N:10]2[C:18](=[O:19])[C:17]3[C:12](=[CH:13][CH:14]=[CH:15][CH:16]=3)[C:11]2=[O:20])=[CH:7][CH:6]=1)(=[NH:4])=[O:3].C(N(CC)CC)C.[CH3:30][S:31](Cl)(=[O:33])=[O:32]. Given the product [CH3:1][S:2]([C:5]1[CH:6]=[CH:7][C:8]([CH2:9][N:10]2[C:18](=[O:19])[C:17]3[C:12](=[CH:13][CH:14]=[CH:15][CH:16]=3)[C:11]2=[O:20])=[CH:21][CH:22]=1)(=[N:4][S:31]([CH3:30])(=[O:33])=[O:32])=[O:3], predict the reactants needed to synthesize it. (4) Given the product [C:23]([C:27]1[N:28]=[C:29]([N:36]2[CH2:37][C:38]3([CH2:39][O:40][CH2:41]3)[CH2:42]2)[C:30]2[C:31](=[N:33][N:34]([CH2:8][C:9]3[N:10]([CH3:5])[C:14]([CH3:15])=[N:12][N:11]=3)[N:35]=2)[N:32]=1)([CH3:26])([CH3:24])[CH3:25], predict the reactants needed to synthesize it. The reactants are: C([C:5]1N=C(N2CCC(F)(F)C2)[C:8]2[C:9](=[N:11][N:12]([CH2:14][CH3:15])N=2)[N:10]=1)(C)(C)C.[C:23]([C:27]1[N:28]=[C:29]([N:36]2[CH2:42][C:38]3([CH2:41][O:40][CH2:39]3)[CH2:37]2)[C:30]2[N:35]=[N:34][NH:33][C:31]=2[N:32]=1)([CH3:26])([CH3:25])[CH3:24].Cl.ClCC1N(C)C(C)=NN=1. (5) Given the product [CH3:36][O:37][C:38]1[CH:39]=[C:40]([C:46]([N:48]=[C:49]=[S:50])=[O:47])[CH:41]=[CH:42][C:43]=1[O:44][CH3:45].[CH3:36][O:37][C:38]1[CH:39]=[C:40]([CH:41]=[CH:42][C:43]=1[O:44][CH3:45])[C:46]([NH:48][C:49]([NH:33][C:32]1[CH:34]=[CH:35][C:29]([O:28][C:19]2[C:18]3[C:23](=[CH:24][C:25]([O:26][CH3:27])=[C:16]([O:15][CH3:14])[CH:17]=3)[N:22]=[CH:21][N:20]=2)=[CH:30][CH:31]=1)=[S:50])=[O:47], predict the reactants needed to synthesize it. The reactants are: COC1C=C(C(Cl)=O)C=CC=1OC.[CH3:14][O:15][C:16]1[CH:17]=[C:18]2[C:23](=[CH:24][C:25]=1[O:26][CH3:27])[N:22]=[CH:21][N:20]=[C:19]2[O:28][C:29]1[CH:35]=[CH:34][C:32]([NH2:33])=[CH:31][CH:30]=1.[CH3:36][O:37][C:38]1[CH:39]=[C:40]([C:46]([N:48]=[C:49]=[S:50])=[O:47])[CH:41]=[CH:42][C:43]=1[O:44][CH3:45]. (6) The reactants are: [Cl:1][C:2]1[C:10]([NH:11][S:12]([C:15]2[S:16][CH:17]=[CH:18][CH:19]=2)(=[O:14])=[O:13])=[C:9]2[C:5]([CH:6]=[C:7]([C:20](=[S:22])[NH2:21])[NH:8]2)=[CH:4][CH:3]=1.Br[CH:24]([CH:27]=O)[CH:25]=[O:26].CN(C)C(=O)C. Given the product [Cl:1][C:2]1[C:10]([NH:11][S:12]([C:15]2[S:16][CH:17]=[CH:18][CH:19]=2)(=[O:14])=[O:13])=[C:9]2[C:5]([CH:6]=[C:7]([C:20]3[S:22][C:24]([CH2:25][OH:26])=[CH:27][N:21]=3)[NH:8]2)=[CH:4][CH:3]=1, predict the reactants needed to synthesize it.